This data is from Forward reaction prediction with 1.9M reactions from USPTO patents (1976-2016). The task is: Predict the product of the given reaction. (1) Given the reactants [CH2:1]([O:5][C:6]1[CH:11]=[CH:10][N:9]=[C:8]([C:12](OC)=[O:13])[CH:7]=1)[CH2:2][CH2:3][CH3:4].[BH4-].[Na+], predict the reaction product. The product is: [CH2:1]([O:5][C:6]1[CH:11]=[CH:10][N:9]=[C:8]([CH2:12][OH:13])[CH:7]=1)[CH2:2][CH2:3][CH3:4]. (2) Given the reactants [I:1][C:2]1[CH:10]=[CH:9][C:8]([S:11]([CH3:14])(=[O:13])=[O:12])=[CH:7][C:3]=1[C:4]([OH:6])=O.[F:15][C:16]1[CH:17]=[C:18]([CH:21]=[CH:22][C:23]=1[N:24]1[CH2:29][CH2:28][NH:27][CH2:26][CH2:25]1)[C:19]#[N:20], predict the reaction product. The product is: [F:15][C:16]1[CH:17]=[C:18]([CH:21]=[CH:22][C:23]=1[N:24]1[CH2:29][CH2:28][N:27]([C:4](=[O:6])[C:3]2[CH:7]=[C:8]([S:11]([CH3:14])(=[O:13])=[O:12])[CH:9]=[CH:10][C:2]=2[I:1])[CH2:26][CH2:25]1)[C:19]#[N:20]. (3) The product is: [CH2:12]([C:8]1([C:5]2[CH:6]=[CH:7][C:2]([CH:43]=[O:44])=[CH:3][CH:4]=2)[CH2:11][CH2:10][CH2:9]1)[CH2:13][CH2:14][CH3:15]. Given the reactants Br[C:2]1[CH:7]=[CH:6][C:5]([C:8]2([CH2:12][CH2:13][CH2:14][CH3:15])[CH2:11][CH2:10][CH2:9]2)=[CH:4][CH:3]=1.BrC1C=CC(C2(CCCC)CC2)=CC=1.C([Li])CCC.CCCCCC.CN(C)[CH:43]=[O:44], predict the reaction product. (4) The product is: [CH:1]1([C:4]2[CH:5]=[CH:6][C:7]([C:15]([N:23]3[CH2:24][C:21]([OH:25])([C:20]([F:27])([F:26])[F:19])[CH2:22]3)=[O:17])=[N:8][C:9]=2[O:10][CH2:11][CH:12]2[CH2:13][CH2:14]2)[CH2:2][CH2:3]1. Given the reactants [CH:1]1([C:4]2[CH:5]=[CH:6][C:7]([C:15]([OH:17])=O)=[N:8][C:9]=2[O:10][CH2:11][CH:12]2[CH2:14][CH2:13]2)[CH2:3][CH2:2]1.Cl.[F:19][C:20]([F:27])([F:26])[C:21]1([OH:25])[CH2:24][NH:23][CH2:22]1, predict the reaction product.